Task: Regression. Given a peptide amino acid sequence and an MHC pseudo amino acid sequence, predict their binding affinity value. This is MHC class II binding data.. Dataset: Peptide-MHC class II binding affinity with 134,281 pairs from IEDB (1) The peptide sequence is LLGLLAPLASAQLSR. The MHC is DRB1_0401 with pseudo-sequence DRB1_0401. The binding affinity (normalized) is 0.575. (2) The binding affinity (normalized) is 0.598. The MHC is HLA-DPA10103-DPB10401 with pseudo-sequence HLA-DPA10103-DPB10401. The peptide sequence is KIVSLIKNLLVALKD. (3) The peptide sequence is ASAIVLEFFMMVLLI. The MHC is DRB1_1501 with pseudo-sequence DRB1_1501. The binding affinity (normalized) is 0.405.